This data is from Full USPTO retrosynthesis dataset with 1.9M reactions from patents (1976-2016). The task is: Predict the reactants needed to synthesize the given product. (1) Given the product [CH2:1]([O:8][C:9]1[CH:18]=[CH:17][C:16]([CH:19]([OH:25])[CH2:20][NH:45][C:42]([CH3:44])([CH3:43])[CH2:41][CH2:40][N:36]2[C:37]([CH3:39])=[N:38][C:34]([C:31]3[CH:30]=[CH:29][C:28]([O:27][CH3:26])=[CH:33][CH:32]=3)=[N:35]2)=[CH:15][C:10]=1[C:11]([O:13][CH3:14])=[O:12])[C:2]1[CH:3]=[CH:4][CH:5]=[CH:6][CH:7]=1, predict the reactants needed to synthesize it. The reactants are: [CH2:1]([O:8][C:9]1[CH:18]=[CH:17][C:16]([C:19](=[O:25])[CH:20](OCC)O)=[CH:15][C:10]=1[C:11]([O:13][CH3:14])=[O:12])[C:2]1[CH:7]=[CH:6][CH:5]=[CH:4][CH:3]=1.[CH3:26][O:27][C:28]1[CH:33]=[CH:32][C:31]([C:34]2[N:38]=[C:37]([CH3:39])[N:36]([CH2:40][CH2:41][C:42]([NH2:45])([CH3:44])[CH3:43])[N:35]=2)=[CH:30][CH:29]=1.[BH4-].[Na+].CC(C)=O. (2) The reactants are: [CH2:1]([C:5]1[S:9][C:8]([C:10]([OH:12])=O)=[CH:7][CH:6]=1)[CH:2]([CH3:4])[CH3:3].[CH3:13][Li]. Given the product [CH2:1]([C:5]1[S:9][C:8]([C:10](=[O:12])[CH3:13])=[CH:7][CH:6]=1)[CH:2]([CH3:3])[CH3:4], predict the reactants needed to synthesize it. (3) Given the product [Cl:1][C:2]1[C:3]2[N:4]([C:8]([C:13](=[O:17])[CH2:14][CH2:15][CH3:16])=[C:9]([CH2:11][CH3:12])[N:10]=2)[CH:5]=[CH:6][N:7]=1, predict the reactants needed to synthesize it. The reactants are: [Cl:1][C:2]1[C:3]2[N:4]([C:8]([CH:13]([OH:17])[CH2:14][CH2:15][CH3:16])=[C:9]([CH2:11][CH3:12])[N:10]=2)[CH:5]=[CH:6][N:7]=1. (4) Given the product [C:1]([NH:4][C:5]1[C:6]([CH3:23])=[C:7]2[C:11](=[CH:12][CH:13]=1)[C:10](=[O:14])[CH:9]([CH2:15][C:16]1[CH:17]=[CH:18][C:19]([F:22])=[CH:20][CH:21]=1)[CH2:8]2)(=[O:3])[CH3:2], predict the reactants needed to synthesize it. The reactants are: [C:1]([NH:4][C:5]1[C:6]([CH3:23])=[C:7]2[C:11](=[CH:12][CH:13]=1)[C:10](=[O:14])[C:9](=[CH:15][C:16]1[CH:21]=[CH:20][C:19]([F:22])=[CH:18][CH:17]=1)[CH2:8]2)(=[O:3])[CH3:2]. (5) Given the product [O:23]1[CH2:24][CH2:25][CH2:26][CH2:27][CH:22]1[O:21][CH2:20][CH2:19][O:1][C:2]1[CH:3]=[CH:4][C:5]([C:6]([O:8][CH3:9])=[O:7])=[CH:10][CH:11]=1, predict the reactants needed to synthesize it. The reactants are: [OH:1][C:2]1[CH:11]=[CH:10][C:5]([C:6]([O:8][CH3:9])=[O:7])=[CH:4][CH:3]=1.C([O-])([O-])=O.[K+].[K+].Br[CH2:19][CH2:20][O:21][CH:22]1[CH2:27][CH2:26][CH2:25][CH2:24][O:23]1.